From a dataset of Peptide-MHC class I binding affinity with 185,985 pairs from IEDB/IMGT. Regression. Given a peptide amino acid sequence and an MHC pseudo amino acid sequence, predict their binding affinity value. This is MHC class I binding data. The peptide sequence is FLAAECPFL. The MHC is HLA-A26:01 with pseudo-sequence HLA-A26:01. The binding affinity (normalized) is 0.0847.